This data is from Catalyst prediction with 721,799 reactions and 888 catalyst types from USPTO. The task is: Predict which catalyst facilitates the given reaction. Reactant: C[O:2][C:3](=[O:34])[CH2:4][N:5]1[CH:9]=[C:8]([C:10]2[N:15]3[N:16]=[C:17]([NH:19][C:20]4[CH:25]=[CH:24][C:23]([O:26][CH2:27][CH2:28][N:29]5[CH2:33][CH2:32][CH2:31][CH2:30]5)=[CH:22][CH:21]=4)[N:18]=[C:14]3[CH:13]=[CH:12][CH:11]=2)[CH:7]=[N:6]1.[OH-].[Na+]. Product: [N:29]1([CH2:28][CH2:27][O:26][C:23]2[CH:24]=[CH:25][C:20]([NH:19][C:17]3[N:18]=[C:14]4[CH:13]=[CH:12][CH:11]=[C:10]([C:8]5[CH:7]=[N:6][N:5]([CH2:4][C:3]([OH:34])=[O:2])[CH:9]=5)[N:15]4[N:16]=3)=[CH:21][CH:22]=2)[CH2:30][CH2:31][CH2:32][CH2:33]1. The catalyst class is: 5.